From a dataset of Forward reaction prediction with 1.9M reactions from USPTO patents (1976-2016). Predict the product of the given reaction. (1) The product is: [CH3:1][O:2][CH2:3][CH2:4][CH2:5][O:6][C:7]1[CH:12]=[CH:11][N:10]=[C:9]([CH2:13][S:14]([C:15]2[NH:16][C:17]3[CH:23]=[CH:22][CH:21]=[CH:20][C:18]=3[N:19]=2)=[O:25])[C:8]=1[CH3:24]. Given the reactants [CH3:1][O:2][CH2:3][CH2:4][CH2:5][O:6][C:7]1[CH:12]=[CH:11][N:10]=[C:9]([CH2:13][S:14][C:15]2[NH:19][C:18]3[CH:20]=[CH:21][CH:22]=[CH:23][C:17]=3[N:16]=2)[C:8]=1[CH3:24].[OH-:25].[Na+].O, predict the reaction product. (2) Given the reactants [NH2:1][C:2]1N(C2C=CC=CC=2OC)[N:5]=[CH:4][C:3]=1[C:15]#N.[F:17][C:18]1([F:26])[CH2:23][CH2:22][CH:21]([NH:24][NH2:25])[CH2:20][CH2:19]1, predict the reaction product. The product is: [NH2:5][C:4]1[N:24]([CH:21]2[CH2:22][CH2:23][C:18]([F:26])([F:17])[CH2:19][CH2:20]2)[N:25]=[CH:15][C:3]=1[C:2]#[N:1]. (3) Given the reactants [CH:1](=[O:9])[C:2]1[C:3](=[CH:5][CH:6]=[CH:7][CH:8]=1)[OH:4].[CH:10]1(Br)[CH2:14][CH2:13][CH2:12][CH2:11]1.[H-].[Na+].[BH4-].[Na+], predict the reaction product. The product is: [CH:10]1([O:4][C:3]2[CH:5]=[CH:6][CH:7]=[CH:8][C:2]=2[CH2:1][OH:9])[CH2:14][CH2:13][CH2:12][CH2:11]1. (4) Given the reactants [Cl-].[CH3:2][O:3][CH2:4][P+](C1C=CC=CC=1)(C1C=CC=CC=1)C1C=CC=CC=1.CC(C)([O-])C.[K+].[CH3:30][O:31][C:32]1[CH:37]=[CH:36][C:35]([S:38]([C:41]2[CH:48]=[CH:47][C:44]([CH:45]=O)=[CH:43][CH:42]=2)(=[O:40])=[O:39])=[CH:34][CH:33]=1.O, predict the reaction product. The product is: [CH3:30][O:31][C:32]1[CH:37]=[CH:36][C:35]([S:38]([C:41]2[CH:48]=[CH:47][C:44]([CH:45]=[CH:2][O:3][CH3:4])=[CH:43][CH:42]=2)(=[O:40])=[O:39])=[CH:34][CH:33]=1. (5) The product is: [Cl:49][C:44]1[C:43]2[C:47](=[CH:48][C:40]([NH:39][C:37](=[O:38])[C@@H:19]([NH:18][C:16]([C@H:13]3[CH2:12][CH2:11][C@H:10]([CH2:9][NH:8][C:6](=[O:7])[O:5][C:1]([CH3:2])([CH3:3])[CH3:4])[CH2:15][CH2:14]3)=[O:17])[CH2:20][C:21]3[CH:22]=[CH:23][C:24]([C:27]4[CH:32]=[CH:31][C:30]([C:33](=[O:34])[NH:50][C@H:51]5[CH2:56][CH2:55][CH2:54][NH:53][C:52]5=[O:57])=[CH:29][C:28]=4[CH3:36])=[CH:25][CH:26]=3)=[CH:41][CH:42]=2)[NH:46][N:45]=1. Given the reactants [C:1]([O:5][C:6]([NH:8][CH2:9][C@H:10]1[CH2:15][CH2:14][C@H:13]([C:16]([NH:18][C@H:19]([C:37]([NH:39][C:40]2[CH:48]=[C:47]3[C:43]([C:44]([Cl:49])=[N:45][NH:46]3)=[CH:42][CH:41]=2)=[O:38])[CH2:20][C:21]2[CH:26]=[CH:25][C:24]([C:27]3[CH:32]=[CH:31][C:30]([C:33](O)=[O:34])=[CH:29][C:28]=3[CH3:36])=[CH:23][CH:22]=2)=[O:17])[CH2:12][CH2:11]1)=[O:7])([CH3:4])([CH3:3])[CH3:2].[NH2:50][C@H:51]1[CH2:56][CH2:55][CH2:54][NH:53][C:52]1=[O:57].C(N(CC)C(C)C)(C)C.F[P-](F)(F)(F)(F)F.CN(C(ON1C2=NC=CC=C2N=N1)=[N+](C)C)C, predict the reaction product.